This data is from NCI-60 drug combinations with 297,098 pairs across 59 cell lines. The task is: Regression. Given two drug SMILES strings and cell line genomic features, predict the synergy score measuring deviation from expected non-interaction effect. (1) Drug 1: CCC1(CC2CC(C3=C(CCN(C2)C1)C4=CC=CC=C4N3)(C5=C(C=C6C(=C5)C78CCN9C7C(C=CC9)(C(C(C8N6C)(C(=O)OC)O)OC(=O)C)CC)OC)C(=O)OC)O.OS(=O)(=O)O. Drug 2: C1CN(CCN1C(=O)CCBr)C(=O)CCBr. Cell line: SK-MEL-28. Synergy scores: CSS=17.5, Synergy_ZIP=-4.35, Synergy_Bliss=1.68, Synergy_Loewe=1.87, Synergy_HSA=1.89. (2) Drug 2: CC1C(C(CC(O1)OC2CC(CC3=C2C(=C4C(=C3O)C(=O)C5=CC=CC=C5C4=O)O)(C(=O)C)O)N)O. Synergy scores: CSS=59.0, Synergy_ZIP=-2.34, Synergy_Bliss=0.0679, Synergy_Loewe=-13.2, Synergy_HSA=1.81. Cell line: SK-MEL-5. Drug 1: CN(C)N=NC1=C(NC=N1)C(=O)N. (3) Drug 1: CN1C2=C(C=C(C=C2)N(CCCl)CCCl)N=C1CCCC(=O)O.Cl. Drug 2: C1CN(P(=O)(OC1)NCCCl)CCCl. Cell line: A498. Synergy scores: CSS=3.15, Synergy_ZIP=-3.51, Synergy_Bliss=-5.13, Synergy_Loewe=-10.7, Synergy_HSA=-4.19. (4) Drug 1: CN(C)C1=NC(=NC(=N1)N(C)C)N(C)C. Drug 2: CC1=C(N=C(N=C1N)C(CC(=O)N)NCC(C(=O)N)N)C(=O)NC(C(C2=CN=CN2)OC3C(C(C(C(O3)CO)O)O)OC4C(C(C(C(O4)CO)O)OC(=O)N)O)C(=O)NC(C)C(C(C)C(=O)NC(C(C)O)C(=O)NCCC5=NC(=CS5)C6=NC(=CS6)C(=O)NCCC[S+](C)C)O. Cell line: A498. Synergy scores: CSS=-3.79, Synergy_ZIP=3.86, Synergy_Bliss=1.72, Synergy_Loewe=-11.2, Synergy_HSA=-5.45. (5) Drug 1: C1CN1C2=NC(=NC(=N2)N3CC3)N4CC4. Drug 2: CC1C(C(CC(O1)OC2CC(OC(C2O)C)OC3=CC4=CC5=C(C(=O)C(C(C5)C(C(=O)C(C(C)O)O)OC)OC6CC(C(C(O6)C)O)OC7CC(C(C(O7)C)O)OC8CC(C(C(O8)C)O)(C)O)C(=C4C(=C3C)O)O)O)O. Cell line: RXF 393. Synergy scores: CSS=27.8, Synergy_ZIP=-2.45, Synergy_Bliss=2.34, Synergy_Loewe=-1.44, Synergy_HSA=-0.734.